From a dataset of Forward reaction prediction with 1.9M reactions from USPTO patents (1976-2016). Predict the product of the given reaction. (1) Given the reactants C[O:2][C:3](=[O:27])[CH2:4][C:5]1[CH:6]=[C:7]([C:13]2[CH:18]=[CH:17][C:16]([C:19]([F:22])([F:21])[F:20])=[CH:15][C:14]=2[CH2:23][NH:24][CH2:25][CH3:26])[C:8]([O:11][CH3:12])=[CH:9][CH:10]=1.[O:28]([CH2:35][C:36](Cl)=[O:37])[C:29]1[CH:34]=[CH:33][CH:32]=[CH:31][CH:30]=1, predict the reaction product. The product is: [CH2:25]([N:24]([CH2:23][C:14]1[CH:15]=[C:16]([C:19]([F:22])([F:21])[F:20])[CH:17]=[CH:18][C:13]=1[C:7]1[C:8]([O:11][CH3:12])=[CH:9][CH:10]=[C:5]([CH2:4][C:3]([OH:27])=[O:2])[CH:6]=1)[C:36](=[O:37])[CH2:35][O:28][C:29]1[CH:34]=[CH:33][CH:32]=[CH:31][CH:30]=1)[CH3:26]. (2) Given the reactants [N+:1]([C:4]1[CH:10]=[C:9]([O:11][C:12]([F:15])([F:14])[F:13])[CH:8]=[CH:7][C:5]=1[NH2:6])([O-:3])=[O:2].Br[C:17]1[CH:22]=[CH:21][CH:20]=[CH:19][CH:18]=1, predict the reaction product. The product is: [N+:1]([C:4]1[CH:10]=[C:9]([O:11][C:12]([F:13])([F:14])[F:15])[CH:8]=[CH:7][C:5]=1[NH:6][C:17]1[CH:22]=[CH:21][CH:20]=[CH:19][CH:18]=1)([O-:3])=[O:2]. (3) Given the reactants [CH3:1][O:2][C:3]1[CH:4]=[C:5]([C:9]2[C:14]([CH2:15]O)=[CH:13][CH:12]=[CH:11][N:10]=2)[CH:6]=[CH:7][CH:8]=1.S(Cl)([Cl:19])=O, predict the reaction product. The product is: [Cl:19][CH2:15][C:14]1[C:9]([C:5]2[CH:6]=[CH:7][CH:8]=[C:3]([O:2][CH3:1])[CH:4]=2)=[N:10][CH:11]=[CH:12][CH:13]=1.